This data is from Forward reaction prediction with 1.9M reactions from USPTO patents (1976-2016). The task is: Predict the product of the given reaction. (1) Given the reactants F[C:2]1[N:11]=[CH:10][C:9]([F:12])=[CH:8][C:3]=1[C:4]([O:6][CH3:7])=[O:5].[F:13][C:14]1[CH:15]=[C:16]([CH:18]=[CH:19][CH:20]=1)[NH2:17], predict the reaction product. The product is: [F:12][C:9]1[CH:10]=[N:11][C:2]([NH:17][C:16]2[CH:18]=[CH:19][CH:20]=[C:14]([F:13])[CH:15]=2)=[C:3]([CH:8]=1)[C:4]([O:6][CH3:7])=[O:5]. (2) Given the reactants [C:1]1([C:11]2[CH:23]=[C:14]3[NH:15][CH:16]=[C:17](C(O)=O)[C:18](=[O:19])[N:13]3[N:12]=2)[C:10]2[C:5](=[CH:6][CH:7]=[CH:8][CH:9]=2)[CH:4]=[CH:3][CH:2]=1.CS(C)=O.[Cl-].[Na+], predict the reaction product. The product is: [C:1]1([C:11]2[CH:23]=[C:14]3[NH:15][CH:16]=[CH:17][C:18](=[O:19])[N:13]3[N:12]=2)[C:10]2[C:5](=[CH:6][CH:7]=[CH:8][CH:9]=2)[CH:4]=[CH:3][CH:2]=1. (3) Given the reactants [Br:1][C:2]1[CH:7]=[CH:6][C:5]([C:8]2[CH:13]=[CH:12][C:11]([Br:14])=[CH:10][C:9]=2[N+:15]([O-])=O)=[C:4]([O:18][CH3:19])[CH:3]=1.NN, predict the reaction product. The product is: [Br:14][C:11]1[CH:12]=[CH:13][C:8]([C:5]2[CH:6]=[CH:7][C:2]([Br:1])=[CH:3][C:4]=2[O:18][CH3:19])=[C:9]([NH2:15])[CH:10]=1. (4) Given the reactants C[O:2][C:3]([C:5]1[C:6]([C:11]2[C:12]([Cl:17])=[N:13][CH:14]=[CH:15][CH:16]=2)=[N:7][O:8][C:9]=1[CH3:10])=[O:4].[OH-].[Na+].C(O)C, predict the reaction product. The product is: [Cl:17][C:12]1[C:11]([C:6]2[C:5]([C:3]([OH:4])=[O:2])=[C:9]([CH3:10])[O:8][N:7]=2)=[CH:16][CH:15]=[CH:14][N:13]=1. (5) Given the reactants [CH3:1][O:2][C:3]([C:5]1[CH:10]=[CH:9][CH:8]=[CH:7][C:6]=1[S:11][CH2:12][CH2:13][C:14]1[CH:24]=[CH:23][C:17]([O:18][CH2:19][C:20]([OH:22])=O)=[CH:16][CH:15]=1)=[O:4].[Cl:25][C:26]1[CH:35]=[CH:34][C:29]([CH2:30][NH:31][CH2:32][CH3:33])=[CH:28][CH:27]=1.F[B-](F)(F)F.N1(OC(N(C)C)=[N+](C)C)C2C=CC=CC=2N=N1.C(N(C(C)C)C(C)C)C, predict the reaction product. The product is: [Cl:25][C:26]1[CH:27]=[CH:28][C:29]([CH2:30][N:31]([CH2:32][CH3:33])[C:20](=[O:22])[CH2:19][O:18][C:17]2[CH:16]=[CH:15][C:14]([CH2:13][CH2:12][S:11][C:6]3[CH:7]=[CH:8][CH:9]=[CH:10][C:5]=3[C:3]([O:2][CH3:1])=[O:4])=[CH:24][CH:23]=2)=[CH:34][CH:35]=1. (6) The product is: [NH2:7][C@H:8]1[CH2:9][N:10]([C:21]2[N:22]=[CH:23][C:24]([O:27][CH2:28][CH2:29][C@H:30]([CH:32]3[CH2:33][CH2:34][N:35]([C:38]4[O:42][N:41]=[C:40]([CH:43]([CH3:44])[CH3:45])[N:39]=4)[CH2:36][CH2:37]3)[CH3:31])=[CH:25][N:26]=2)[CH2:11][C@@H:12]1[N:13]1[CH2:18][CH2:17][C@H:16]([CH3:19])[CH2:15][C:14]1=[O:20]. Given the reactants C(OC(=O)[NH:7][C@@H:8]1[C@@H:12]([N:13]2[CH2:18][CH2:17][C@H:16]([CH3:19])[CH2:15][C:14]2=[O:20])[CH2:11][N:10]([C:21]2[N:26]=[CH:25][C:24]([O:27][CH2:28][CH2:29][C@H:30]([CH:32]3[CH2:37][CH2:36][N:35]([C:38]4[O:42][N:41]=[C:40]([CH:43]([CH3:45])[CH3:44])[N:39]=4)[CH2:34][CH2:33]3)[CH3:31])=[CH:23][N:22]=2)[CH2:9]1)(C)(C)C.C(O)(C(F)(F)F)=O, predict the reaction product.